This data is from Full USPTO retrosynthesis dataset with 1.9M reactions from patents (1976-2016). The task is: Predict the reactants needed to synthesize the given product. (1) Given the product [Cl:1][C:2]1[CH:7]=[CH:6][C:5]([C:8]2[O:12][C:11]([C:13]3[CH:18]=[CH:17][C:16]([F:19])=[CH:15][CH:14]=3)=[N:10][C:9]=2[CH2:20][Cl:25])=[CH:4][C:3]=1[F:22], predict the reactants needed to synthesize it. The reactants are: [Cl:1][C:2]1[CH:7]=[CH:6][C:5]([C:8]2[O:12][C:11]([C:13]3[CH:18]=[CH:17][C:16]([F:19])=[CH:15][CH:14]=3)=[N:10][C:9]=2[CH2:20]O)=[CH:4][C:3]=1[F:22].S(Cl)([Cl:25])=O. (2) Given the product [CH:18]1([N:13]2[C:12]([C:37]3[CH:38]=[CH:39][C:34]([C:33]([F:44])([F:43])[F:32])=[CH:35][CH:36]=3)=[C:11]3[C:15]([CH2:16][CH2:17][NH:8][CH2:9][CH2:10]3)=[N:14]2)[CH2:19][CH2:20][CH2:21][CH2:22][CH2:23]1, predict the reactants needed to synthesize it. The reactants are: C(OC([N:8]1[CH2:17][CH2:16][C:15]2[C:11](=[C:12](OS(C(F)(F)F)(=O)=O)[N:13]([CH:18]3[CH2:23][CH2:22][CH2:21][CH2:20][CH2:19]3)[N:14]=2)[CH2:10][CH2:9]1)=O)(C)(C)C.[F:32][C:33]([F:44])([F:43])[C:34]1[CH:39]=[CH:38][C:37](B(O)O)=[CH:36][CH:35]=1. (3) Given the product [C:1]([NH:3][C:4]1[CH:10]=[CH:9][CH:7]=[CH:6][CH:5]=1)(=[O:17])[CH3:2], predict the reactants needed to synthesize it. The reactants are: [CH2:1]([NH:3][C:4]1[CH:10]=[CH:9][C:7](N)=[CH:6][C:5]=1[N+]([O-])=O)[CH3:2].BrCC(Cl)=[O:17]. (4) Given the product [Cl:27][CH2:28][CH2:29][CH2:30][N:11]1[C:12]2[C:17](=[CH:16][CH:15]=[CH:14][CH:13]=2)[C:9]([C:7]([NH:6][CH2:5][C:4]2[CH:18]=[CH:19][CH:20]=[C:2]([Cl:1])[CH:3]=2)=[O:8])=[CH:10]1, predict the reactants needed to synthesize it. The reactants are: [Cl:1][C:2]1[CH:3]=[C:4]([CH:18]=[CH:19][CH:20]=1)[CH2:5][NH:6][C:7]([C:9]1[C:17]2[C:12](=[CH:13][CH:14]=[CH:15][CH:16]=2)[NH:11][CH:10]=1)=[O:8].C(=O)([O-])[O-].[Cs+].[Cs+].[Cl:27][CH2:28][CH2:29][CH2:30]I. (5) Given the product [Cl:1][C:2]1[C:10]2[CH:9]=[CH:8][N:7]([CH:11]3[CH2:12][CH2:13][N:14]([C:25]4[CH:24]=[C:23]([CH:28]=[CH:27][N:26]=4)[C:22]([O:21][CH2:19][CH3:20])=[O:30])[CH2:15][CH2:16]3)[C:6](=[O:17])[C:5]=2[NH:4][C:3]=1[CH3:18], predict the reactants needed to synthesize it. The reactants are: [Cl:1][C:2]1[C:10]2[CH:9]=[CH:8][N:7]([CH:11]3[CH2:16][CH2:15][NH:14][CH2:13][CH2:12]3)[C:6](=[O:17])[C:5]=2[NH:4][C:3]=1[CH3:18].[CH2:19]([O:21][C:22](=[O:30])[C:23]1[CH:28]=[CH:27][N:26]=[C:25](F)[CH:24]=1)[CH3:20].C(N(C(C)C)CC)(C)C. (6) Given the product [CH3:1][O:2][C:3](=[O:4])[CH:5]=[CH:19][C:18]1[CH:21]=[CH:22][C:15]([F:14])=[C:16]([N+:23]([O-:25])=[O:24])[CH:17]=1, predict the reactants needed to synthesize it. The reactants are: [CH3:1][O:2][C:3]([CH2:5]P(OC)(OC)=O)=[O:4].[H-].[Na+].[F:14][C:15]1[CH:22]=[CH:21][C:18]([CH:19]=O)=[CH:17][C:16]=1[N+:23]([O-:25])=[O:24].CCOC(C)=O.O. (7) Given the product [F:20][C:17]1[CH:18]=[CH:19][C:14]([C:12]([C:4]2[N:3]=[C:2]([NH:36][C:33]3[CH:32]=[C:31]([CH3:30])[NH:35][N:34]=3)[C:11]3[C:6](=[CH:7][CH:8]=[CH:9][CH:10]=3)[N:5]=2)=[O:13])=[CH:15][CH:16]=1, predict the reactants needed to synthesize it. The reactants are: Cl[C:2]1[C:11]2[C:6](=[CH:7][CH:8]=[CH:9][CH:10]=2)[N:5]=[C:4]([C:12]([C:14]2[CH:19]=[CH:18][C:17]([F:20])=[CH:16][CH:15]=2)=[O:13])[N:3]=1.CCN(C(C)C)C(C)C.[CH3:30][C:31]1[NH:35][N:34]=[C:33]([NH2:36])[CH:32]=1. (8) Given the product [C:1]1([CH3:14])[CH:6]=[C:5]([CH3:7])[CH:4]=[C:3]([CH3:8])[C:2]=1[CH:9]([C:23](=[O:25])[CH3:24])[C:10]([O:12][CH3:13])=[O:11], predict the reactants needed to synthesize it. The reactants are: [C:1]1([CH3:14])[CH:6]=[C:5]([CH3:7])[CH:4]=[C:3]([CH3:8])[C:2]=1[CH2:9][C:10]([O:12][CH3:13])=[O:11].[Li+].CC([N-]C(C)C)C.[C:23](Cl)(=[O:25])[CH3:24].